Dataset: Catalyst prediction with 721,799 reactions and 888 catalyst types from USPTO. Task: Predict which catalyst facilitates the given reaction. (1) Reactant: [F:1][C:2]1[C:3]([NH:14][CH2:15][C:16]2[CH:21]=[CH:20][N:19]=[CH:18][CH:17]=2)=[C:4]([CH:10]=[C:11](I)[CH:12]=1)[C:5]([N:7]([CH3:9])[CH3:8])=[O:6].[CH3:22][O:23][C:24]1[CH:29]=[CH:28][CH:27]=[CH:26][C:25]=1[C:30]1[C:38]2[C:33](=[N:34][CH:35]=[C:36](B3OC(C)(C)C(C)(C)O3)[CH:37]=2)[N:32]([S:48]([C:51]2[CH:56]=[CH:55][C:54]([CH3:57])=[CH:53][CH:52]=2)(=[O:50])=[O:49])[CH:31]=1.ClCCl.C(=O)([O-])[O-].[Na+].[Na+]. Product: [F:1][C:2]1[C:3]([NH:14][CH2:15][C:16]2[CH:21]=[CH:20][N:19]=[CH:18][CH:17]=2)=[C:4]([CH:10]=[C:11]([C:36]2[CH:37]=[C:38]3[C:30]([C:25]4[CH:26]=[CH:27][CH:28]=[CH:29][C:24]=4[O:23][CH3:22])=[CH:31][N:32]([S:48]([C:51]4[CH:52]=[CH:53][C:54]([CH3:57])=[CH:55][CH:56]=4)(=[O:50])=[O:49])[C:33]3=[N:34][CH:35]=2)[CH:12]=1)[C:5]([N:7]([CH3:9])[CH3:8])=[O:6]. The catalyst class is: 10. (2) The catalyst class is: 136. Product: [CH2:20]([N:22]1[CH2:27][CH2:26][N:25]([C:2]2[CH:7]=[CH:6][C:5]([N+:8]([O-:10])=[O:9])=[CH:4][N:3]=2)[CH2:24][CH2:23]1)[CH3:21]. Reactant: Cl[C:2]1[CH:7]=[CH:6][C:5]([N+:8]([O-:10])=[O:9])=[CH:4][N:3]=1.C(N(CC)C(C)C)(C)C.[CH2:20]([N:22]1[CH2:27][CH2:26][NH:25][CH2:24][CH2:23]1)[CH3:21]. (3) The catalyst class is: 7. Reactant: C(N[CH:5]([CH3:7])[CH3:6])(C)C.C([Li])CCC.[C:13]([O:18][CH2:19][CH3:20])(=[O:17])C(C)C.[Cl:21][C:22]([CH2:24]Cl)=[CH2:23]. Product: [CH2:19]([O:18][C:13](=[O:17])[C:5]([CH3:6])([CH3:7])[CH2:24][C:22]([Cl:21])=[CH2:23])[CH3:20]. (4) Reactant: [F:1][C:2]([F:35])([F:34])[C:3]1[CH:4]=[C:5]([CH:27]=[C:28]([C:30]([F:33])([F:32])[F:31])[CH:29]=1)[CH2:6][N:7]1[CH2:14][CH2:13][CH2:12][O:11][C:10]2[N+:15]([O-])=[CH:16][CH:17]=[C:18]([C:19]3[CH:24]=[CH:23][CH:22]=[CH:21][CH:20]=3)[C:9]=2[C:8]1=[O:26].P(Cl)(Cl)([Cl:38])=O. Product: [F:1][C:2]([F:35])([F:34])[C:3]1[CH:4]=[C:5]([CH:27]=[C:28]([C:30]([F:33])([F:32])[F:31])[CH:29]=1)[CH2:6][N:7]1[CH2:14][CH2:13][CH2:12][O:11][C:10]2[N:15]=[C:16]([Cl:38])[CH:17]=[C:18]([C:19]3[CH:24]=[CH:23][CH:22]=[CH:21][CH:20]=3)[C:9]=2[C:8]1=[O:26]. The catalyst class is: 13. (5) Reactant: [CH:1]1([NH:7][CH2:8][CH3:9])[CH2:6][CH2:5][CH2:4][CH2:3][CH2:2]1.[CH3:10][O:11][C:12]1[CH:17]=[CH:16][C:15]([CH2:18][CH2:19][C:20]([OH:22])=O)=[CH:14][CH:13]=1.O.ON1C2C=CC=CC=2N=N1.Cl.CN(CCCN=C=N)C.Cl. Product: [CH:1]1([N:7]([CH2:8][CH3:9])[C:20](=[O:22])[CH2:19][CH2:18][C:15]2[CH:14]=[CH:13][C:12]([O:11][CH3:10])=[CH:17][CH:16]=2)[CH2:6][CH2:5][CH2:4][CH2:3][CH2:2]1. The catalyst class is: 9. (6) Reactant: Cl[CH2:2][CH2:3][CH2:4][Si:5]([CH3:8])([CH3:7])[CH3:6].[OH:9][C:10]1[CH:17]=[CH:16][C:13]([CH:14]=[O:15])=[CH:12][CH:11]=1.C(=O)([O-])[O-].[K+].[K+]. Product: [CH3:6][Si:5]([CH3:8])([CH3:7])[CH2:4][CH2:3][CH2:2][O:9][C:10]1[CH:17]=[CH:16][C:13]([CH:14]=[O:15])=[CH:12][CH:11]=1. The catalyst class is: 3. (7) Reactant: C(OC(=O)[NH:10][C:11]12[CH2:20][CH:15]3[CH2:16][CH:17]([CH2:19][CH:13]([CH:14]3[SH:21])[CH2:12]1)[CH2:18]2)C1C=CC=CC=1.Br. Product: [NH2:10][C:11]12[CH2:20][CH:15]3[CH2:16][CH:17]([CH2:19][CH:13]([CH:14]3[SH:21])[CH2:12]1)[CH2:18]2. The catalyst class is: 28.